The task is: Regression/Classification. Given a drug SMILES string, predict its absorption, distribution, metabolism, or excretion properties. Task type varies by dataset: regression for continuous measurements (e.g., permeability, clearance, half-life) or binary classification for categorical outcomes (e.g., BBB penetration, CYP inhibition). Dataset: cyp2c9_veith.. This data is from CYP2C9 inhibition data for predicting drug metabolism from PubChem BioAssay. (1) The compound is O=C(Nc1nnc(SCc2ccc(Cl)cc2)s1)c1ccco1. The result is 1 (inhibitor). (2) The drug is O=C(Nc1ccc(Cl)cc1C(=O)c1ccccc1Cl)c1ccco1. The result is 0 (non-inhibitor). (3) The molecule is O=C(NNS(=O)(=O)c1ccc(Cl)cc1)c1sccc1-n1cccc1. The result is 1 (inhibitor). (4) The molecule is CCCOc1ccc(C(=O)NNC(=S)NC(=O)c2cc(-c3ccccc3)nc3ccccc23)cc1. The result is 1 (inhibitor). (5) The result is 0 (non-inhibitor). The drug is Cc1ccccc1-c1cc(NCCN2CCOCC2)ncn1. (6) The drug is CCc1cc(C(c2ccc(F)cc2)N2CCOCC2)c(NC(=O)c2ccccc2)s1. The result is 1 (inhibitor). (7) The drug is FC(F)(F)c1nc2ccccc2nc1N/N=C/c1ccc(Cl)cc1. The result is 0 (non-inhibitor). (8) The drug is CCCc1cc(=O)oc2c(CN3CCOCC3)c(O)ccc12. The result is 0 (non-inhibitor).